Predict which catalyst facilitates the given reaction. From a dataset of Catalyst prediction with 721,799 reactions and 888 catalyst types from USPTO. (1) Reactant: [C:1]1([CH2:7][CH2:8][C:9]([OH:11])=[O:10])[CH:6]=[CH:5][CH:4]=[CH:3][CH:2]=1.Br[CH:13]1[CH2:17][CH2:16][O:15][C:14]1=[O:18].C(=O)([O-])[O-].[K+].[K+].CC(C)=O. Product: [C:1]1([CH2:7][CH2:8][C:9]([O:11][CH:13]2[CH2:17][CH2:16][O:15][C:14]2=[O:18])=[O:10])[CH:6]=[CH:5][CH:4]=[CH:3][CH:2]=1. The catalyst class is: 84. (2) Reactant: [Cl:1][C:2]1[CH:3]=[C:4]([C:10]2([C:30]([F:33])([F:32])[F:31])[O:14][N:13]=[C:12]([C:15]3[S:19][C:18]([C:20]([NH:22][CH2:23][C:24]([OH:26])=O)=[O:21])=[C:17]4[CH2:27][CH2:28][CH2:29][C:16]=34)[CH2:11]2)[CH:5]=[C:6]([Cl:9])[C:7]=1[F:8].C(N(CC)C(C)C)(C)C.[F:43][CH2:44][CH2:45][NH2:46].CN(C(ON1N=NC2C=CC=NC1=2)=[N+](C)C)C.F[P-](F)(F)(F)(F)F. Product: [F:43][CH2:44][CH2:45][NH:46][C:24]([CH2:23][NH:22][C:20]([C:18]1[S:19][C:15]([C:12]2[CH2:11][C:10]([C:4]3[CH:5]=[C:6]([Cl:9])[C:7]([F:8])=[C:2]([Cl:1])[CH:3]=3)([C:30]([F:31])([F:32])[F:33])[O:14][N:13]=2)=[C:16]2[CH2:29][CH2:28][CH2:27][C:17]=12)=[O:21])=[O:26]. The catalyst class is: 10. (3) Reactant: [CH2:1]([CH:3]([CH2:6][CH2:7][CH2:8][CH3:9])[CH2:4][OH:5])[CH3:2].[OH-].[Na+]. Product: [CH2:1]([C:3](=[CH:6][CH2:7][CH2:8][CH3:9])[CH:4]=[O:5])[CH3:2]. The catalyst class is: 6. (4) Reactant: Cl[C:2]1[N:7]=[C:6]([C:8]2[O:9][CH:10]=[CH:11][CH:12]=2)[N:5]=[C:4]([NH:13][C:14](=[O:17])[CH2:15][CH3:16])[CH:3]=1.[N:18]1[CH:23]=[CH:22][CH:21]=[C:20](B(O)O)[CH:19]=1.C(=O)([O-])[O-].[K+].[K+].O. Product: [O:9]1[CH:10]=[CH:11][CH:12]=[C:8]1[C:6]1[N:5]=[C:4]([NH:13][C:14](=[O:17])[CH2:15][CH3:16])[CH:3]=[C:2]([C:20]2[CH:19]=[N:18][CH:23]=[CH:22][CH:21]=2)[N:7]=1. The catalyst class is: 104. (5) Reactant: [NH2:1][C:2]1[N:7]=[CH:6][CH:5]=[CH:4][N:3]=1.[CH:8]1([N+:14]#[C-:15])[CH2:13][CH2:12][CH2:11][CH2:10][CH2:9]1.[CH:16](=O)[C:17]1[O:21][CH:20]=[CH:19][CH:18]=1.[C:23]([Cl:26])(=[O:25])[CH3:24]. Product: [Cl-:26].[C:23]([N+:1]1[C:16]([C:17]2[O:21][CH:20]=[CH:19][CH:18]=2)=[C:15]([NH:14][CH:8]2[CH2:13][CH2:12][CH2:11][CH2:10][CH2:9]2)[N:3]2[CH:4]=[CH:5][CH:6]=[N:7][C:2]=12)(=[O:25])[CH3:24]. The catalyst class is: 519. (6) Product: [O:3]=[C:4]1[N:9]([CH2:23][C:24]([F:27])([F:26])[F:25])[CH2:8][CH2:7][N:6]([C:10]([O:12][C:13]([CH3:16])([CH3:15])[CH3:14])=[O:11])[CH2:5]1. The catalyst class is: 3. Reactant: [H-].[Na+].[O:3]=[C:4]1[NH:9][CH2:8][CH2:7][N:6]([C:10]([O:12][C:13]([CH3:16])([CH3:15])[CH3:14])=[O:11])[CH2:5]1.FC(F)(F)S(O[CH2:23][C:24]([F:27])([F:26])[F:25])(=O)=O.